Dataset: Forward reaction prediction with 1.9M reactions from USPTO patents (1976-2016). Task: Predict the product of the given reaction. (1) Given the reactants Cl[C:2]1[N:7]=[C:6]([N:8]2[CH2:13][CH2:12][O:11][CH2:10][CH2:9]2)[N:5]=[C:4]([N:14]2[C:18]3[CH:19]=[CH:20][CH:21]=[C:22]([O:23][CH3:24])[C:17]=3[N:16]=[C:15]2[CH:25]([F:27])[F:26])[N:3]=1.[C:28]([O:32][C:33]([NH:35][C:36]1[CH:41]=[CH:40][C:39](B(O)O)=[CH:38][CH:37]=1)=[O:34])([CH3:31])([CH3:30])[CH3:29].C([O-])([O-])=O.[K+].[K+], predict the reaction product. The product is: [F:26][CH:25]([F:27])[C:15]1[N:14]([C:4]2[N:5]=[C:6]([N:8]3[CH2:13][CH2:12][O:11][CH2:10][CH2:9]3)[N:7]=[C:2]([C:39]3[CH:38]=[CH:37][C:36]([NH:35][C:33](=[O:34])[O:32][C:28]([CH3:30])([CH3:29])[CH3:31])=[CH:41][CH:40]=3)[N:3]=2)[C:18]2[CH:19]=[CH:20][CH:21]=[C:22]([O:23][CH3:24])[C:17]=2[N:16]=1. (2) Given the reactants [F:1][C:2]1[CH:25]=[CH:24][CH:23]=[C:22]([C:26]([F:29])([F:28])[F:27])[C:3]=1[C:4]([NH:6][C:7]1[S:18][C:10]2[C:11]([CH3:17])([CH3:16])[O:12][C:13]([CH3:15])([CH3:14])[C:9]=2[C:8]=1[C:19](O)=[O:20])=[O:5].[NH2:30][CH2:31][CH:32]1[CH2:34][CH2:33]1, predict the reaction product. The product is: [CH:32]1([CH2:31][NH:30][C:19]([C:8]2[C:9]3[C:13]([CH3:14])([CH3:15])[O:12][C:11]([CH3:16])([CH3:17])[C:10]=3[S:18][C:7]=2[NH:6][C:4](=[O:5])[C:3]2[C:22]([C:26]([F:28])([F:29])[F:27])=[CH:23][CH:24]=[CH:25][C:2]=2[F:1])=[O:20])[CH2:34][CH2:33]1. (3) Given the reactants [F:1][C:2]([F:22])([F:21])[C:3]1[CH:4]=[C:5]([CH:14]=[C:15]([C:17]([F:20])([F:19])[F:18])[CH:16]=1)[C:6]([NH:8][CH2:9][CH2:10][C:11](O)=[O:12])=[O:7].Cl[C:24]1[CH:25]=[C:26]([CH:29]=[CH:30][C:31]=1[NH2:32])[O:27][CH3:28].O.ON1C2C=CC=CC=2N=N1.[ClH:44].CN(C)CCCN=C=NCC.C(N(CC)C(C)C)(C)C, predict the reaction product. The product is: [Cl:44][C:25]1[CH:24]=[C:31]([NH:32][C:11](=[O:12])[CH2:10][CH2:9][NH:8][C:6](=[O:7])[C:5]2[CH:14]=[C:15]([C:17]([F:20])([F:19])[F:18])[CH:16]=[C:3]([C:2]([F:1])([F:22])[F:21])[CH:4]=2)[CH:30]=[CH:29][C:26]=1[O:27][CH3:28]. (4) Given the reactants C([NH:5][S:6]([C:9]1[CH:14]=[CH:13][C:12]([C:15]2[CH:20]=[CH:19][CH:18]=[C:17]([C:21]3[CH2:22][C:23](=[O:41])[NH:24][C:25]4[CH:31]=[C:30]([C:32]([F:35])([F:34])[F:33])[C:29]([NH:36][CH2:37][CH:38]([CH3:40])[CH3:39])=[CH:28][C:26]=4[N:27]=3)[CH:16]=2)=[CH:11][CH:10]=1)(=[O:8])=[O:7])(C)(C)C.C(O)(C(F)(F)F)=O, predict the reaction product. The product is: [CH2:37]([NH:36][C:29]1[C:30]([C:32]([F:33])([F:34])[F:35])=[CH:31][C:25]2[NH:24][C:23](=[O:41])[CH2:22][C:21]([C:17]3[CH:16]=[C:15]([C:12]4[CH:11]=[CH:10][C:9]([S:6]([NH2:5])(=[O:8])=[O:7])=[CH:14][CH:13]=4)[CH:20]=[CH:19][CH:18]=3)=[N:27][C:26]=2[CH:28]=1)[CH:38]([CH3:40])[CH3:39]. (5) Given the reactants [NH2:1][C:2]1[N:10]=[C:9]([F:11])[N:8]=[C:7]2[C:3]=1[N:4]=[C:5]([CH2:17][C:18]1[C:26]([I:27])=[CH:25][C:21]3[O:22][CH2:23][O:24][C:20]=3[CH:19]=1)[N:6]2[CH2:12][CH2:13][C:14](=[O:16])[CH3:15].[BH4-].[Na+], predict the reaction product. The product is: [NH2:1][C:2]1[N:10]=[C:9]([F:11])[N:8]=[C:7]2[C:3]=1[N:4]=[C:5]([CH2:17][C:18]1[C:26]([I:27])=[CH:25][C:21]3[O:22][CH2:23][O:24][C:20]=3[CH:19]=1)[N:6]2[CH2:12][CH2:13][CH:14]([OH:16])[CH3:15]. (6) Given the reactants [OH:1][C:2]1[CH:3]=[C:4]([C:9]2([C:12]([OH:14])=[O:13])[CH2:11][CH2:10]2)[CH:5]=[CH:6][C:7]=1[OH:8].[CH3:15]C1C=CC(S(O)(=O)=O)=CC=1, predict the reaction product. The product is: [OH:1][C:2]1[CH:3]=[C:4]([C:9]2([C:12]([O:14][CH3:15])=[O:13])[CH2:11][CH2:10]2)[CH:5]=[CH:6][C:7]=1[OH:8]. (7) Given the reactants FC(F)(F)S([O:6][C:7]1[CH:18]=[C:17]([O:19][CH2:20][C:21]2[CH:26]=[CH:25][CH:24]=[C:23]([O:27][CH2:28][C:29]3[CH:34]=[CH:33][CH:32]=[CH:31][CH:30]=3)[CH:22]=2)[C:10]2[CH:11]=[C:12]([C:14](=[O:16])[CH3:15])[O:13][C:9]=2[CH:8]=1)(=O)=O.O1CCOCC1.[OH-].C([N+](CCCC)(CCCC)CCCC)CCC.C1COCC1, predict the reaction product. The product is: [CH2:28]([O:27][C:23]1[CH:22]=[C:21]([CH:26]=[CH:25][CH:24]=1)[CH2:20][O:19][C:17]1[C:10]2[CH:11]=[C:12]([C:14](=[O:16])[CH3:15])[O:13][C:9]=2[CH:8]=[C:7]([OH:6])[CH:18]=1)[C:29]1[CH:30]=[CH:31][CH:32]=[CH:33][CH:34]=1.